From a dataset of Peptide-MHC class I binding affinity with 185,985 pairs from IEDB/IMGT. Regression. Given a peptide amino acid sequence and an MHC pseudo amino acid sequence, predict their binding affinity value. This is MHC class I binding data. (1) The peptide sequence is STSNPLGFFP. The MHC is HLA-A02:01 with pseudo-sequence HLA-A02:01. The binding affinity (normalized) is 0.203. (2) The peptide sequence is RSVWIPGRW. The MHC is HLA-A03:01 with pseudo-sequence HLA-A03:01. The binding affinity (normalized) is 0.0847. (3) The peptide sequence is TYQWIIRNW. The MHC is HLA-A01:01 with pseudo-sequence HLA-A01:01. The binding affinity (normalized) is 0.0847. (4) The peptide sequence is ILLECFVRS. The MHC is H-2-Kb with pseudo-sequence H-2-Kb. The binding affinity (normalized) is 0.